This data is from Experimentally validated miRNA-target interactions with 360,000+ pairs, plus equal number of negative samples. The task is: Binary Classification. Given a miRNA mature sequence and a target amino acid sequence, predict their likelihood of interaction. (1) The protein sequence of the target gene is MACNSTSLEAYTYLLLNTSNASDSGSTQLPAPLRISLAIVMLLMTVVGFLGNTVVCIIVYQRPAMRSAINLLLATLAFSDIMLSLCCMPFTAVTLITVRWHFGDHFCRLSATLYWFFVLEGVAILLIISVDRFLIIVQRQDKLNPRRAKVIIAVSWVLSFCIAGPSLTGWTLVEVPARAPQCVLGYTELPADRAYVVTLVVAVFFAPFGVMLCAYMCILNTVRKNAVRVHNQSDSLDLRQLTRAGLRRLQRQQQVSVDLSFKTKAFTTILILFVGFSLCWLPHSVYSLLSVFSQRFYCGS.... Result: 0 (no interaction). The miRNA is hsa-miR-3646 with sequence AAAAUGAAAUGAGCCCAGCCCA. (2) The miRNA is hsa-miR-6862-3p with sequence CCUCACCCAGCUCUCUGGCCCUCU. The protein sequence of the target gene is MDCLCIVTTKKYRYQDEDTPPLEHSPAHLPNQANSPPVIVNTDTLEAPGYELQVNGTEGEMEYEEITLERGNSGLGFSIAGGTDNPHIGDDPSIFITKIIPGGAAAQDGRLRVNDSILFVNEVDVREVTHSAAVEALKEAGSIVRLYVMRRKPPAEKIIEIKLIKGPKGLGFSIAGGVGNQHIPGDNSIYVTKIIEGGAAHKDGRLQIGDKILAVNSVGLEDVMHEDAVAALKNTYDVVYLKVAKPSNAYLSDSYAPPDITTSYSQHLDNEISHSSYLGTDYPTAMTPTSPRRYSPVAKD.... Result: 0 (no interaction). (3) The miRNA is hsa-miR-3167 with sequence AGGAUUUCAGAAAUACUGGUGU. The protein sequence of the target gene is MQMADAATIATMNKAAGGDKLAELFSLVPDLLEAANTSGNASLQLPDLWWELGLELPDGAPPGHPPGSGGAESADTEARVRILISVVYWVVCALGLAGNLLVLYLMKSMQGWRKSSINLFVTNLALTDFQFVLTLPFWAVENALDFKWPFGKAMCKIVSMVTSMNMYASVFFLTAMSVTRYHSVASALKSHRTRGHGRGDCCGRSLGDSCCFSAKALCVWIWALAALASLPSAIFSTTVKVMGEELCLVRFPDKLLGRDRQFWLGLYHSQKVLLGFVLPLGIIILCYLLLVRFIADRRAA.... Result: 0 (no interaction). (4) The miRNA is mmu-miR-329-3p with sequence AACACACCCAGCUAACCUUUUU. The protein sequence of the target gene is MAPVLHFYVRPSGHEGAASGRVFRRLQEKLPTLQSVETELCYNVHWAAETLPWAEEMKKLMWLFGCPLVRDDVAQEPWLVPGSNDLLLEVGPRLNFSTPASTNIVSVCQAAGLRAVDRVETTRRYRLSFTDHPTAEMEAISLAALHDRMTEQHYPDPIQSFSPQSIPAPLKGSIDILAEGRPALEKANQELGLALDSWDLDFYTKRFQELQRNPSTVEVFDLAQSNSEHSRHWFFKGQLHVDGKKLAHSLFESIMSTQASSNPNNVLKFCDNSSAIQGKKVKFLRPEDSTRPSCFQQQQG.... Result: 1 (interaction). (5) The miRNA is hsa-miR-3168 with sequence GAGUUCUACAGUCAGAC. The protein sequence of the target gene is MASKRKSTTPCMVRTSQVVEQDVPEEVDRAKEKGIGTPQPDVAKDSWAAELENSSKENEVIEVKSMGESQSKKLQGGYECKYCPYSTQNLNEFTEHVDMQHPNVILNPLYVCAECNFTTKKYDSLSDHNSKFHPGEANFKLKLIKRNNQTVLEQSIETTNHVVSITTSGPGTGDSDSGISVSKTPIMKPGKPKADAKKVPKKPEEITPENHVEGTARLVTDTAEILSRLGGVELLQDTLGHVMPSVQLPPNINLVPKVPVPLNTTKYNSALDTNATMINSFNKFPYPTQAELSWLTAASK.... Result: 0 (no interaction). (6) The miRNA is hsa-miR-567 with sequence AGUAUGUUCUUCCAGGACAGAAC. The protein sequence of the target gene is MSTAGKVIKCKAAVLWEVKKPFSIEDVEVAPPKAYEVRIKMVAVGICRTDDHVVSGNLVTPLPVILGHEAAGIVESVGEGVTTVKPGDKVIPLFTPQCGKCRVCKNPESNYCLKNDLGNPRGTLQDGTRRFTCRGKPIHHFLGTSTFSQYTVVDENAVAKIDAASPLEKVCLIGCGFSTGYGSAVNVAKVTPGSTCAVFGLGGVGLSAVMGCKAAGAARIIAVDINKDKFAKAKELGATECINPQDYKKPIQEVLKEMTDGGVDFSFEVIGRLDTMMASLLCCHEACGTSVIVGVPPASQ.... Result: 1 (interaction).